This data is from Catalyst prediction with 721,799 reactions and 888 catalyst types from USPTO. The task is: Predict which catalyst facilitates the given reaction. (1) Reactant: [CH3:1][O:2][C:3]1[CH:4]=[C:5]2[C:9](=[CH:10][CH:11]=1)[N:8]([CH3:12])[CH:7]=[C:6]2[C:13]1[N:23]([CH2:24][O:25][CH2:26][CH2:27][Si:28]([CH3:31])([CH3:30])[CH3:29])[C:16]2=[N:17][CH:18]=[C:19]([CH2:21]O)[N:20]=[C:15]2[CH:14]=1.C(Cl)Cl.S(Cl)(Cl)=O.[N-:39]=[N+:40]=[N-:41].[Na+]. Product: [N:39]([CH2:21][C:19]1[N:20]=[C:15]2[CH:14]=[C:13]([C:6]3[C:5]4[C:9](=[CH:10][CH:11]=[C:3]([O:2][CH3:1])[CH:4]=4)[N:8]([CH3:12])[CH:7]=3)[N:23]([CH2:24][O:25][CH2:26][CH2:27][Si:28]([CH3:29])([CH3:31])[CH3:30])[C:16]2=[N:17][CH:18]=1)=[N+:40]=[N-:41]. The catalyst class is: 6. (2) Product: [CH3:1][O:2][C:3]([C:5]1[S:6][CH:7]=[CH:8][C:9]=1[NH:10][CH:11]=[O:13])=[O:4]. The catalyst class is: 106. Reactant: [CH3:1][O:2][C:3]([C:5]1[S:6][CH:7]=[CH:8][C:9]=1[NH2:10])=[O:4].[C:11]([O-])(=[O:13])C.[NH4+]. (3) Reactant: [Br:1][C:2]1(Br)[CH2:4][C:3]1([CH3:10])[CH2:5][CH2:6][CH2:7][CH2:8][CH3:9].C(O)(=O)C. Product: [Br:1][CH:2]1[CH2:4][C:3]1([CH3:10])[CH2:5][CH2:6][CH2:7][CH2:8][CH3:9]. The catalyst class is: 284. (4) Reactant: [O:1]=[C:2]1[N:25]([CH2:26][CH2:27][CH2:28][CH2:29][CH2:30][CH2:31][C:32]([O:34]CC)=[O:33])[C:6]2=[N:7][C:8]([C:18]3[CH:23]=[CH:22][C:21]([CH3:24])=[CH:20][CH:19]=3)=[C:9]([C:11]3[CH:16]=[CH:15][C:14]([CH3:17])=[CH:13][CH:12]=3)[N:10]=[C:5]2[CH2:4][CH2:3]1.[OH-].[Na+]. Product: [O:1]=[C:2]1[N:25]([CH2:26][CH2:27][CH2:28][CH2:29][CH2:30][CH2:31][C:32]([OH:34])=[O:33])[C:6]2=[N:7][C:8]([C:18]3[CH:23]=[CH:22][C:21]([CH3:24])=[CH:20][CH:19]=3)=[C:9]([C:11]3[CH:12]=[CH:13][C:14]([CH3:17])=[CH:15][CH:16]=3)[N:10]=[C:5]2[CH2:4][CH2:3]1. The catalyst class is: 5. (5) Reactant: [NH2:1][N:2]1[C:7](=[O:8])[C:6]([C:9]2[NH:14][C:13]3[CH:15]=[CH:16][CH:17]=[CH:18][C:12]=3[S:11](=[O:20])(=[O:19])[N:10]=2)=[C:5]([OH:21])[C:4]2[S:22][CH:23]=[CH:24][C:3]1=2.[CH3:25][C:26]1[CH:27]=[C:28]([CH:31]=[CH:32][CH:33]=1)[CH:29]=O. Product: [O:19]=[S:11]1(=[O:20])[C:12]2[CH:18]=[CH:17][CH:16]=[CH:15][C:13]=2[NH:14][C:9]([C:6]2[C:7](=[O:8])[N:2]([N:1]=[CH:25][C:26]3[CH:33]=[CH:32][CH:31]=[C:28]([CH3:29])[CH:27]=3)[C:3]3[CH:24]=[CH:23][S:22][C:4]=3[C:5]=2[OH:21])=[N:10]1. The catalyst class is: 80. (6) Reactant: [NH2:1][C:2]1[CH:3]=[C:4]([C:8]2[O:12][C:11](/[CH:13]=[C:14]3/[C:15](=[O:23])[NH:16][C:17]4[C:22]/3=[CH:21][CH:20]=[CH:19][CH:18]=4)=[CH:10][CH:9]=2)[CH:5]=[CH:6][CH:7]=1.[Cl:24][CH2:25][CH2:26][C:27](Cl)=[O:28]. Product: [Cl:24][CH2:25][CH2:26][C:27]([NH:1][C:2]1[CH:7]=[CH:6][CH:5]=[C:4]([C:8]2[O:12][C:11](/[CH:13]=[C:14]3/[C:15](=[O:23])[NH:16][C:17]4[C:22]/3=[CH:21][CH:20]=[CH:19][CH:18]=4)=[CH:10][CH:9]=2)[CH:3]=1)=[O:28]. The catalyst class is: 2. (7) Reactant: [C:1]([OH:9])(=[O:8])[CH:2]([CH2:4][C:5]([OH:7])=[O:6])[OH:3].[O-2:10].[Zn+2:11].[OH-:12].[Ca+2:13].[OH-]. Product: [C:1]([OH:9])(=[O:8])[CH:2]([CH2:4][C:5]([OH:7])=[O:6])[OH:3].[C:1]([O-:9])(=[O:8])[CH:2]([CH2:4][C:5]([O-:7])=[O:6])[OH:3].[Zn+2:11].[OH:10][Ca:13][OH:12].[C:1]([O-:9])(=[O:8])[CH:2]([CH2:4][C:5]([O-:7])=[O:6])[OH:3]. The catalyst class is: 6.